Dataset: Experimentally validated miRNA-target interactions with 360,000+ pairs, plus equal number of negative samples. Task: Binary Classification. Given a miRNA mature sequence and a target amino acid sequence, predict their likelihood of interaction. (1) The miRNA is mmu-miR-3090-5p with sequence GUCUGGGUGGGGCCUGAGAUC. The protein sequence of the target gene is MNAPPAFESFLLFEGEKKITINKDTKVPNACLFTINKEDHTLGNIIKSQLLKDPQVLFAGYKVPHPLEHKIIIRVQTTPDYSPQEAFTNAITDLISELSLLEERFRVAIKDKQEGIE. Result: 0 (no interaction). (2) The miRNA is mmu-miR-493-3p with sequence UGAAGGUCCUACUGUGUGCCAGG. The protein sequence of the target gene is MKNKGAKQKLKRKGAASAFGCDLTEYLESSGQDVPYVLKSCAEFIETHGIVDGIYRLSGITSNIQRLRQEFGSDQCPDLTREVYLQDIHCVGSLCKLYFRELPNPLLTYELYEKFTEAVSHRPEEGQLARIQNVILELPPPHYRTLEYLIRHLAHIASFSSKTNMHARNLALVWAPNLLRSKKIEATICNGDAAFLAVRVQQVVIEFILNHADQIFNGGAPGALQQDESRTITKSLTLPALSLPMKLVSLEEAQARSLATNHPARKERRENSLPEIVPPPFHTVLELPDNKRKLSSKSKK.... Result: 0 (no interaction). (3) The miRNA is hsa-miR-4650-3p with sequence AGGUAGAAUGAGGCCUGACAU. The protein sequence of the target gene is MMAQSNMFTVADVLSQDELRKKLYQTFKDRGILDTLKTQLRNQLIHELMHPVLSGELQPRSISVEGSSLLIGASNSLVADHLQRCGYEYSLSVFFPESGLAKEKVFTMQDLLQLIKINPTSSLYKSLVSGSDKENQKGFLMHFLKELAEYHQAKESCNMETQTSSTFNRDSLAEKLQLIDDQFADAYPQRIKFESLEIKLNEYKREIEEQLRAEMCQKLKFFKDTEIAKIKMEAKKKYEKELTMFQNDFEKACQAKSEALVLREKSTLERIHKHQEIETKEIYAQRQLLLKDMDLLRGRE.... Result: 0 (no interaction). (4) The miRNA is mmu-miR-1906 with sequence UGCAGCAGCCUGAGGCAGGGCU. The protein sequence of the target gene is MSEGAAGASPPGAASAAAASAEEGTAAAAAAAAAGGGPDGGGEGAAEPPRELRCSDCIVWNRQQTWLCVVPLFIGFIGLGLSLMLLKWIVVGSVKEYVPTDLVDSKGMGQDPFFLSKPSSFPKAMETTTTTTSTTSPATPSAGGAASSRTPNRISTRLTTITRAPTRFPGHRVPIRASPRSTTARNTAAPPTVLSTTAPFFSSSTPGSRPPMPGAPSTQAMPSWPTAAYATSSYLHDSTPSWTLSPFQDAAAASSSSPSSTSSTTTTPETSTSPKFHTTTYSTERSEHFKPCRDKDLAYC.... Result: 0 (no interaction). (5) The miRNA is hsa-miR-6728-3p with sequence UCUCUGCUCUGCUCUCCCCAG. The protein sequence of the target gene is MLFSLRELVQWLGFATFEIFVHLLALLVFSVLLALRVDGLVPGLSWWNVFVPFFAADGLSTYFTTIVSVRLFQDGEKRLAVLRLFWVLTVLSLKFVFEMLLCQKLAEQTRELWFGLITSPLFILLQLLMIRACRVN. Result: 0 (no interaction). (6) The miRNA is hsa-miR-7158-5p with sequence GGCUCAAUCUCUGGUCCUGCAGCC. The protein sequence of the target gene is MAAAGARPVELGFAESAPAWRLRSEQFPSKVGGRPAWLGAAGLPGPQALACELCGRPLSFLLQVYAPLPGRPDAFHRCIFLFCCREQPCCAGLRVFRNQLPRKNDFYSYEPPSENPPPETGESVCLQLKSGAHLCRVCGCLGPKTCSRCHKAYYCSKEHQTLDWRLGHKQACAQPDHLDHIIPDHNFLFPEFEIVIETEDEIMPEVVEKEDYSEIIGSMGEALEEELDSMAKHESREDKIFQKFKTQIALEPEQILRYGRGIAPIWISGENIPQEKDIPDCPCGAKRILEFQVMPQLLNY.... Result: 0 (no interaction). (7) The miRNA is hsa-miR-636 with sequence UGUGCUUGCUCGUCCCGCCCGCA. The protein sequence of the target gene is MAASKKAVLGPLVGAVDQGTSSTRFLVFNSKTAELLSHHQVEIKQEFPREGWVEQDPKEILHSVYECIEKTCEKLGQLNIDISNIKAIGVSNQRETTVVWDKITGEPLYNAVVWLDLRTQSTVESLSKRIPGNNNFVKSKTGLPLSTYFSAVKLRWLLDNVRKVQKAVEEKRALFGTIDSWLIWSLTGGVNGGVHCTDVTNASRTMLFNIHSLEWDKQLCEFFGIPMEILPNVRSSSEIYGLMKISHSVKAGALEGVPISGCLGDQSAALVGQMCFQIGQAKNTYGTGCFLLCNTGHKCV.... Result: 0 (no interaction). (8) The miRNA is hsa-miR-431-3p with sequence CAGGUCGUCUUGCAGGGCUUCU. The protein sequence of the target gene is MRKVVLITGASSGIGLALCGRLLAEDDDLHLCLACRNLSKARAVRDTLLASHPSAEVSIVQMDVSSLQSVVRGAEEVKQKFQRLDYLYLNAGILPNPQFNLKAFFCGIFSRNVIHMFTTAEGILTQNDSVTADGLQEVFETNLFGHFILIRELEPLLCHADNPSQLIWTSSRNAKKANFSLEDIQHSKGPEPYSSSKYATDLLNVALNRNFNQKGLYSSVMCPGVVMTNMTYGILPPFIWTLLLPIMWLLRFFVNALTVTPYNGAEALVWLFHQKPESLNPLTKYASATSGFGTNYVTGQ.... Result: 0 (no interaction). (9) The miRNA is hsa-miR-339-5p with sequence UCCCUGUCCUCCAGGAGCUCACG. The protein sequence of the target gene is MAEYTRLHNALALIRLRNPPVNAISTTLLRDIKEGLQKAVIDHTIKAIVICGAEGKFSAGADIRGFSAPRTFGLTLGHVVDEIQRNEKPVVAAIQGMAFGGGLELALGCHYRIAHAEAQVGLPEVTLGLLPGARGTQLLPRLTGVPAALDLITSGRRILADEALKLGILDKVVNSDPVEEAIRFAQRVSDQPLESRRLCNKPIQSLPNMDSIFSEALLKMRRQHPGCLAQEACVRAVQAAVQYPYEVGIKKEEELFLYLLQSGQARALQYAFFAERKANKWSTPSGASWKTASARPVSSV.... Result: 0 (no interaction). (10) The miRNA is hsa-miR-6856-5p with sequence AAGAGAGGAGCAGUGGUGCUGUGG. The protein sequence of the target gene is MNLIVKLRRSFRTLIVLLATFCLVSIVISAYFLYSGYKQEMTLIETTAEAECTDIKILPYRSMELKTVKPIDTSKTDPTVLLFVESQYSQLGQDIIAILESSRFQYHMVIAPGKGDIPPLTDNGKGKYTLVIYENILKYVSMDSWNRELLEKYCVEYSVSIIGFHKANENSLPSTQLKGFPLNLFNNLALKDCFVNPQSPLLHITKAPKVEKGPLPGEDWTIFQYNHSTYQPVLLTELQTEKSLSSLSSKTLFATVIQDLGLHDGIQRVLFGNNLNFWLHKLIFIDAISFLSGKRLTLSL.... Result: 0 (no interaction).